Dataset: Full USPTO retrosynthesis dataset with 1.9M reactions from patents (1976-2016). Task: Predict the reactants needed to synthesize the given product. Given the product [NH:18]1[CH:19]=[N:20][C:16]([C:12]2[CH:11]=[C:10]3[C:15](=[CH:14][CH:13]=2)[NH:7][N:8]=[C:9]3[C:40]2[CH:41]=[C:42]([C:43]([NH:67][CH:62]3[CH2:66][CH2:65][CH2:64][CH2:63]3)=[O:44])[CH:47]=[CH:48][CH:49]=2)=[N:17]1, predict the reactants needed to synthesize it. The reactants are: O1CCCCC1[N:7]1[C:15]2[C:10](=[CH:11][C:12]([C:16]3[N:20]=[CH:19][N:18](C(C4C=CC=CC=4)(C4C=CC=CC=4)C4C=CC=CC=4)[N:17]=3)=[CH:13][CH:14]=2)[C:9]([C:40]2[CH:41]=[C:42]([CH:47]=[CH:48][CH:49]=2)[C:43](OC)=[O:44])=[N:8]1.[OH-].[Li+].ON1C2C=CC=CC=2N=N1.[CH:62]1([NH2:67])[CH2:66][CH2:65][CH2:64][CH2:63]1.Cl.C(N=C=NCCCN(C)C)C.Cl.